Dataset: M1 muscarinic receptor antagonist screen with 61,756 compounds. Task: Binary Classification. Given a drug SMILES string, predict its activity (active/inactive) in a high-throughput screening assay against a specified biological target. (1) The drug is O1C(CCC1)C(=O)N1CCN(CC1)C(=O)c1occc1. The result is 0 (inactive). (2) The compound is S(=O)(=O)(N(CC(=O)Nc1cc2OCCOc2cc1)C)c1c2ncccc2ccc1. The result is 0 (inactive). (3) The result is 0 (inactive). The compound is O=C1CC(Cc2[nH]c(c(c12)C)C(OC\C=C\C)=O)c1ccc(N(C)C)cc1. (4) The drug is o1c(c(nc1c1ccc(OC)cc1)CS(=O)CC(=O)NCCC=1CCCCC1)C. The result is 0 (inactive).